Dataset: Forward reaction prediction with 1.9M reactions from USPTO patents (1976-2016). Task: Predict the product of the given reaction. (1) Given the reactants [CH2:1]([O:8][C:9]([N:11]1[CH2:16][CH2:15][C:14]2[N:17]=[C:18](Br)[S:19][C:13]=2[CH:12]1[C:21]1[CH:26]=[C:25]([Cl:27])[CH:24]=[CH:23][C:22]=1[O:28][CH2:29][C:30]([OH:32])=[O:31])=[O:10])[C:2]1[CH:7]=[CH:6][CH:5]=[CH:4][CH:3]=1.[CH3:33][NH:34][CH3:35], predict the reaction product. The product is: [CH2:1]([O:8][C:9]([N:11]1[CH2:16][CH2:15][C:14]2[N:17]=[C:18]([N:34]([CH3:35])[CH3:33])[S:19][C:13]=2[CH:12]1[C:21]1[CH:26]=[C:25]([Cl:27])[CH:24]=[CH:23][C:22]=1[O:28][CH2:29][C:30]([OH:32])=[O:31])=[O:10])[C:2]1[CH:7]=[CH:6][CH:5]=[CH:4][CH:3]=1. (2) Given the reactants [C:1]([NH:5][C:6]([C:8]1[C:16]2[C:11](=[N:12][CH:13]=[C:14]([C:17]3[C:25]4[C:20](=[CH:21][CH:22]=[C:23]([O:26][CH:27]([F:29])[F:28])[CH:24]=4)[N:19]([CH2:30][CH2:31][CH2:32][N:33](C)[C:34](=O)OC(C)(C)C)[N:18]=3)[N:15]=2)[N:10](COCC[Si](C)(C)C)[CH:9]=1)=[O:7])([CH3:4])([CH3:3])[CH3:2].FC(F)(F)C(O)=O, predict the reaction product. The product is: [C:1]([NH:5][C:6]([C:8]1[C:16]2[C:11](=[N:12][CH:13]=[C:14]([C:17]3[C:25]4[C:20](=[CH:21][CH:22]=[C:23]([O:26][CH:27]([F:28])[F:29])[CH:24]=4)[N:19]([CH2:30][CH2:31][CH2:32][NH:33][CH3:34])[N:18]=3)[N:15]=2)[NH:10][CH:9]=1)=[O:7])([CH3:4])([CH3:3])[CH3:2]. (3) Given the reactants [NH:1]1[CH2:6][CH2:5][CH:4]([C:7]2[N:14]=[CH:13][CH:12]=[CH:11][C:8]=2[C:9]#[N:10])[CH2:3][CH2:2]1.[CH3:15][C:16]1[CH:21]=[CH:20][CH:19]=[C:18]([CH3:22])[C:17]=1[NH:23][C:24](=[O:27])[CH2:25]Cl.C(=O)([O-])[O-].[Na+].[Na+], predict the reaction product. The product is: [C:9]([C:8]1[C:7]([CH:4]2[CH2:3][CH2:2][N:1]([CH2:25][C:24]([NH:23][C:17]3[C:18]([CH3:22])=[CH:19][CH:20]=[CH:21][C:16]=3[CH3:15])=[O:27])[CH2:6][CH2:5]2)=[N:14][CH:13]=[CH:12][CH:11]=1)#[N:10]. (4) Given the reactants [C:1]([O:5][C:6]([N:8]1[CH2:13][CH2:12][N:11]([C:14]([C:16]2[CH:21]([C:22]3[CH:27]=[CH:26][CH:25]=[C:24]([Cl:28])[CH:23]=3)[C:20]([C:29](O)=[O:30])=[C:19]([CH3:32])[NH:18][C:17]=2[CH3:33])=[O:15])[CH2:10][CH2:9]1)=[O:7])([CH3:4])([CH3:3])[CH3:2].[C:34]1([CH2:40][CH2:41][CH2:42][NH2:43])[CH:39]=[CH:38][CH:37]=[CH:36][CH:35]=1.CCN=C=NCCCN(C)C.Cl.Cl, predict the reaction product. The product is: [C:1]([O:5][C:6]([N:8]1[CH2:9][CH2:10][N:11]([C:14]([C:16]2[C:17]([CH3:33])=[N:18][C:19]([CH3:32])=[C:20]([C:29](=[O:30])[NH:43][CH2:42][CH2:41][CH2:40][C:34]3[CH:39]=[CH:38][CH:37]=[CH:36][CH:35]=3)[C:21]=2[C:22]2[CH:27]=[CH:26][CH:25]=[C:24]([Cl:28])[CH:23]=2)=[O:15])[CH2:12][CH2:13]1)=[O:7])([CH3:2])([CH3:3])[CH3:4]. (5) Given the reactants [CH3:1][C:2]1[CH:7]=[CH:6][CH:5]=[C:4]([CH3:8])[N+:3]=1[O-:9].C(Cl)(Cl)Cl.O.[N+:15]([O-])([OH:17])=[O:16], predict the reaction product. The product is: [CH3:1][C:2]1[CH:7]=[C:6]([N+:15]([O-:17])=[O:16])[CH:5]=[C:4]([CH3:8])[N+:3]=1[O-:9]. (6) Given the reactants [C:1]([C:3]1[C:4]([N:16]2[CH2:21][CH2:20][CH:19]([C:22]([OH:24])=O)[CH2:18][CH2:17]2)=[N:5][C:6]([CH2:14][CH3:15])=[C:7]([C:9]([O:11][CH2:12][CH3:13])=[O:10])[CH:8]=1)#[N:2].[F:25][C:26]1[CH:31]=[C:30]([F:32])[CH:29]=[CH:28][C:27]=1[CH2:33][S:34]([NH2:37])(=[O:36])=[O:35], predict the reaction product. The product is: [C:1]([C:3]1[C:4]([N:16]2[CH2:21][CH2:20][CH:19]([C:22](=[O:24])[NH:37][S:34]([CH2:33][C:27]3[CH:28]=[CH:29][C:30]([F:32])=[CH:31][C:26]=3[F:25])(=[O:35])=[O:36])[CH2:18][CH2:17]2)=[N:5][C:6]([CH2:14][CH3:15])=[C:7]([CH:8]=1)[C:9]([O:11][CH2:12][CH3:13])=[O:10])#[N:2].